Dataset: Catalyst prediction with 721,799 reactions and 888 catalyst types from USPTO. Task: Predict which catalyst facilitates the given reaction. (1) Reactant: [C:1]([O:6][CH2:7][CH:8]1[O:10][CH2:9]1)(=[O:5])[C:2]([CH3:4])=[CH2:3].[OH:11][C:12]1[CH:19]=[CH:18][C:15]([CH:16]=[O:17])=[CH:14][CH:13]=1.[NH4+].N(N(C1C=CC=CC=1)O)=O.C(=O)([O-])[O-].[Na+].[Na+]. Product: [C:1]([O:6][CH2:7][CH:8]([OH:10])[CH2:9][O:11][C:12]1[CH:19]=[CH:18][C:15]([CH:16]=[O:17])=[CH:14][CH:13]=1)(=[O:5])[C:2]([CH3:4])=[CH2:3]. The catalyst class is: 17. (2) Reactant: [NH3:1].C([O:6][C:7]([C:9]1[CH:10]=[C:11]([C:15]2[CH:22]=[CH:21][C:18]([CH2:19]Br)=[CH:17][CH:16]=2)[CH:12]=[CH:13][CH:14]=1)=[O:8])(C)(C)C. Product: [C:7]([C:9]1[CH:10]=[C:11]([C:15]2[CH:22]=[CH:21][C:18]([CH2:19][NH2:1])=[CH:17][CH:16]=2)[CH:12]=[CH:13][CH:14]=1)([OH:6])=[O:8]. The catalyst class is: 5. (3) Reactant: [CH2:1]([C:5]1[N:6]=[C:7]([CH3:27])[NH:8][C:9](=[O:26])[C:10]=1[CH2:11][C:12]1[CH:17]=[CH:16][C:15]([C:18]2[C:19]([C:24]#[N:25])=[CH:20][CH:21]=[CH:22][CH:23]=2)=[CH:14][CH:13]=1)[CH2:2][CH2:3][CH3:4].N(C(N1CCCCC1)=O)=NC(N1CCCCC1)=O.C(P(CCCC)CCCC)CCC.[C:59]1([C:65]2[S:66][C:67]([CH2:70]O)=[CH:68][N:69]=2)[CH:64]=[CH:63][CH:62]=[CH:61][CH:60]=1. Product: [CH2:1]([C:5]1[N:6]=[C:7]([CH3:27])[N:8]([CH2:70][C:67]2[S:66][C:65]([C:59]3[CH:60]=[CH:61][CH:62]=[CH:63][CH:64]=3)=[N:69][CH:68]=2)[C:9](=[O:26])[C:10]=1[CH2:11][C:12]1[CH:17]=[CH:16][C:15]([C:18]2[C:19]([C:24]#[N:25])=[CH:20][CH:21]=[CH:22][CH:23]=2)=[CH:14][CH:13]=1)[CH2:2][CH2:3][CH3:4]. The catalyst class is: 362. (4) Reactant: [CH3:1][S:2]([OH:5])(=[O:4])=[O:3].CC(O)C.[C:10](/[C:12](/[C:36]1[CH:41]=[CH:40][C:39]([O:42][CH3:43])=[C:38]([O:44][CH3:45])[CH:37]=1)=[CH:13]\[C:14]1[S:18][C:17]([N:19]2[CH2:24][CH2:23][CH:22]([O:25][C:26](=[O:35])[CH2:27][N:28]3[CH2:33][CH2:32][CH:31]([OH:34])[CH2:30][CH2:29]3)[CH2:21][CH2:20]2)=[CH:16][CH:15]=1)#[N:11]. Product: [CH3:1][S:2]([OH:5])(=[O:4])=[O:3].[C:10](/[C:12](/[C:36]1[CH:41]=[CH:40][C:39]([O:42][CH3:43])=[C:38]([O:44][CH3:45])[CH:37]=1)=[CH:13]\[C:14]1[S:18][C:17]([N:19]2[CH2:20][CH2:21][CH:22]([O:25][C:26](=[O:35])[CH2:27][N:28]3[CH2:29][CH2:30][CH:31]([OH:34])[CH2:32][CH2:33]3)[CH2:23][CH2:24]2)=[CH:16][CH:15]=1)#[N:11]. The catalyst class is: 5. (5) Reactant: [CH3:1][O:2][C:3](=[O:14])[C:4]1[CH:9]=[CH:8][CH:7]=[C:6]([N+:10]([O-])=O)[C:5]=1[NH2:13]. Product: [CH3:1][O:2][C:3](=[O:14])[C:4]1[CH:9]=[CH:8][CH:7]=[C:6]([NH2:10])[C:5]=1[NH2:13]. The catalyst class is: 421. (6) Reactant: Cl[C:2]1[C:11]2=[N:12][N:13](CC3C=CC(OC)=CC=3)[CH:14]=[C:10]2[C:9]2[CH:8]=[C:7]([F:24])[CH:6]=[CH:5][C:4]=2[N:3]=1.[NH2:25][C:26]1[CH:31]=[CH:30][C:29]([C:32]([N:34]2[CH2:38][CH2:37][CH2:36][CH2:35]2)=[O:33])=[CH:28][CH:27]=1.Cl. Product: [F:24][C:7]1[CH:6]=[CH:5][C:4]2[N:3]=[C:2]([NH:25][C:26]3[CH:31]=[CH:30][C:29]([C:32]([N:34]4[CH2:35][CH2:36][CH2:37][CH2:38]4)=[O:33])=[CH:28][CH:27]=3)[C:11]3[NH:12][N:13]=[CH:14][C:10]=3[C:9]=2[CH:8]=1. The catalyst class is: 71.